Dataset: Peptide-MHC class I binding affinity with 185,985 pairs from IEDB/IMGT. Task: Regression. Given a peptide amino acid sequence and an MHC pseudo amino acid sequence, predict their binding affinity value. This is MHC class I binding data. (1) The peptide sequence is KRMMIRYCL. The MHC is HLA-A11:01 with pseudo-sequence HLA-A11:01. The binding affinity (normalized) is 0.0847. (2) The binding affinity (normalized) is 0.285. The MHC is Mamu-B17 with pseudo-sequence Mamu-B17. The peptide sequence is RQCLTEYIYW.